This data is from NCI-60 drug combinations with 297,098 pairs across 59 cell lines. The task is: Regression. Given two drug SMILES strings and cell line genomic features, predict the synergy score measuring deviation from expected non-interaction effect. (1) Cell line: OVCAR3. Synergy scores: CSS=59.8, Synergy_ZIP=4.47, Synergy_Bliss=2.94, Synergy_Loewe=-7.05, Synergy_HSA=-2.39. Drug 1: C1=C(C(=O)NC(=O)N1)F. Drug 2: C1CC(=O)NC(=O)C1N2C(=O)C3=CC=CC=C3C2=O. (2) Drug 1: CCC1(CC2CC(C3=C(CCN(C2)C1)C4=CC=CC=C4N3)(C5=C(C=C6C(=C5)C78CCN9C7C(C=CC9)(C(C(C8N6C)(C(=O)OC)O)OC(=O)C)CC)OC)C(=O)OC)O.OS(=O)(=O)O. Drug 2: C1=CN(C=N1)CC(O)(P(=O)(O)O)P(=O)(O)O. Cell line: UO-31. Synergy scores: CSS=-0.459, Synergy_ZIP=2.05, Synergy_Bliss=5.07, Synergy_Loewe=-1.23, Synergy_HSA=-0.787. (3) Drug 1: CS(=O)(=O)CCNCC1=CC=C(O1)C2=CC3=C(C=C2)N=CN=C3NC4=CC(=C(C=C4)OCC5=CC(=CC=C5)F)Cl. Drug 2: C1CNP(=O)(OC1)N(CCCl)CCCl. Cell line: HS 578T. Synergy scores: CSS=3.10, Synergy_ZIP=-1.56, Synergy_Bliss=-0.643, Synergy_Loewe=-3.11, Synergy_HSA=-0.00717. (4) Cell line: HL-60(TB). Synergy scores: CSS=50.4, Synergy_ZIP=0.770, Synergy_Bliss=-0.245, Synergy_Loewe=-7.92, Synergy_HSA=-1.22. Drug 1: CNC(=O)C1=CC=CC=C1SC2=CC3=C(C=C2)C(=NN3)C=CC4=CC=CC=N4. Drug 2: C1=CC(=CC=C1CC(C(=O)O)N)N(CCCl)CCCl.Cl. (5) Drug 2: C1C(C(OC1N2C=NC3=C2NC=NCC3O)CO)O. Drug 1: C1CN1P(=S)(N2CC2)N3CC3. Cell line: OVCAR-4. Synergy scores: CSS=3.31, Synergy_ZIP=1.81, Synergy_Bliss=-2.43, Synergy_Loewe=-2.42, Synergy_HSA=-2.06. (6) Drug 1: C1=NC2=C(N1)C(=S)N=C(N2)N. Drug 2: CC(C)(C#N)C1=CC(=CC(=C1)CN2C=NC=N2)C(C)(C)C#N. Cell line: OVCAR-4. Synergy scores: CSS=26.4, Synergy_ZIP=1.42, Synergy_Bliss=0.207, Synergy_Loewe=-0.689, Synergy_HSA=0.828. (7) Drug 1: CC12CCC3C(C1CCC2=O)CC(=C)C4=CC(=O)C=CC34C. Drug 2: CC1=C(N=C(N=C1N)C(CC(=O)N)NCC(C(=O)N)N)C(=O)NC(C(C2=CN=CN2)OC3C(C(C(C(O3)CO)O)O)OC4C(C(C(C(O4)CO)O)OC(=O)N)O)C(=O)NC(C)C(C(C)C(=O)NC(C(C)O)C(=O)NCCC5=NC(=CS5)C6=NC(=CS6)C(=O)NCCC[S+](C)C)O. Cell line: HCT116. Synergy scores: CSS=72.9, Synergy_ZIP=1.21, Synergy_Bliss=1.21, Synergy_Loewe=-1.68, Synergy_HSA=0.671. (8) Drug 1: C1=NC2=C(N1)C(=S)N=C(N2)N. Drug 2: CCC1(CC2CC(C3=C(CCN(C2)C1)C4=CC=CC=C4N3)(C5=C(C=C6C(=C5)C78CCN9C7C(C=CC9)(C(C(C8N6C=O)(C(=O)OC)O)OC(=O)C)CC)OC)C(=O)OC)O.OS(=O)(=O)O. Cell line: A549. Synergy scores: CSS=33.8, Synergy_ZIP=-1.19, Synergy_Bliss=1.35, Synergy_Loewe=-0.703, Synergy_HSA=-0.311. (9) Drug 1: CCC1(CC2CC(C3=C(CCN(C2)C1)C4=CC=CC=C4N3)(C5=C(C=C6C(=C5)C78CCN9C7C(C=CC9)(C(C(C8N6C)(C(=O)OC)O)OC(=O)C)CC)OC)C(=O)OC)O.OS(=O)(=O)O. Drug 2: CC1=C(C(=O)C2=C(C1=O)N3CC4C(C3(C2COC(=O)N)OC)N4)N. Cell line: HS 578T. Synergy scores: CSS=16.3, Synergy_ZIP=-5.69, Synergy_Bliss=4.16, Synergy_Loewe=2.31, Synergy_HSA=3.14.